This data is from CYP2C9 inhibition data for predicting drug metabolism from PubChem BioAssay. The task is: Regression/Classification. Given a drug SMILES string, predict its absorption, distribution, metabolism, or excretion properties. Task type varies by dataset: regression for continuous measurements (e.g., permeability, clearance, half-life) or binary classification for categorical outcomes (e.g., BBB penetration, CYP inhibition). Dataset: cyp2c9_veith. (1) The drug is C[n+]1cccc(CNC(=O)/C=N/O)c1.[I-]. The result is 0 (non-inhibitor). (2) The result is 0 (non-inhibitor). The molecule is CN(C)C(=O)c1ccc(-c2ccc3ncnc(Nc4ccccc4)c3c2)cc1. (3) The drug is CS(=O)(=O)N1CCC2(CC1)CN(C(=O)Nc1cccc(C#N)c1)C2. The result is 0 (non-inhibitor). (4) The result is 0 (non-inhibitor). The compound is c1ccc2c(CC3NCCN3)cccc2c1. (5) The molecule is Cc1cc(Cl)ccc1Nc1sc(C(=O)c2cc3cc(Cl)ccc3o2)c(N)c1C#N. The result is 1 (inhibitor).